The task is: Predict the reaction yield, written as a fraction of the theoretical maximum amount of product (1.0 means a 100% yield; for example, 0.34 means a 34% yield).. This data is from Reaction yield outcomes from USPTO patents with 853,638 reactions. (1) The reactants are [CH3:1][CH:2]([CH3:60])[C@H:3]([NH:55][C:56](=[O:59])[O:57][CH3:58])[C:4]([N:6]1[CH2:10][CH2:9][CH2:8][C@H:7]1[C:11]1[NH:12][CH:13]=[C:14]([C:16]2[CH:21]=[CH:20][C:19]([C:22]3[CH:27]=[CH:26][C:25]([C:28](=O)[CH2:29][NH:30][C:31]([CH:33]4[CH2:37][CH2:36][C:35]5([CH2:42][CH2:41][O:40][CH2:39][CH2:38]5)[N:34]4[C:43](=[O:53])[C@@H:44]([NH:48][C:49]([O:51][CH3:52])=[O:50])[CH:45]([CH3:47])[CH3:46])=O)=[CH:24][CH:23]=3)=[CH:18][CH:17]=2)[N:15]=1)=[O:5].C([O-])(=O)C.[NH4+:65]. The catalyst is O1CCOCC1. The product is [CH3:60][CH:2]([CH3:1])[C@H:3]([NH:55][C:56](=[O:59])[O:57][CH3:58])[C:4]([N:6]1[CH2:10][CH2:9][CH2:8][C@H:7]1[C:11]1[NH:12][CH:13]=[C:14]([C:16]2[CH:17]=[CH:18][C:19]([C:22]3[CH:23]=[CH:24][C:25]([C:28]4[N:65]=[C:31]([CH:33]5[CH2:37][CH2:36][C:35]6([CH2:38][CH2:39][O:40][CH2:41][CH2:42]6)[N:34]5[C:43](=[O:53])[C@@H:44]([NH:48][C:49]([O:51][CH3:52])=[O:50])[CH:45]([CH3:47])[CH3:46])[NH:30][CH:29]=4)=[CH:26][CH:27]=3)=[CH:20][CH:21]=2)[N:15]=1)=[O:5]. The yield is 0.140. (2) The reactants are Br[C:2]1[S:3][CH:4]=[CH:5][N:6]=1.C([Sn](CCCC)(CCCC)[C:12]1[S:13][CH:14]=[CH:15][N:16]=1)CCC. The catalyst is C1(C)C=CC=CC=1. The product is [S:3]1[CH:4]=[CH:5][N:6]=[C:2]1[C:12]1[S:13][CH:14]=[CH:15][N:16]=1. The yield is 0.930. (3) The reactants are [CH3:1][C:2]1[N:3]=[C:4]([NH:10][C:11]2[CH:16]=[CH:15][CH:14]=[CH:13][C:12]=2[N+:17]([O-])=O)[S:5][C:6]=1[C:7]([O-:9])=[O:8].[Sn](Cl)Cl.C(=O)([O-])[O-].[Na+].[Na+].O1CC[CH2:31][CH2:30]1. No catalyst specified. The product is [NH2:17][C:12]1[CH:13]=[CH:14][CH:15]=[CH:16][C:11]=1[NH:10][C:4]1[S:5][C:6]([C:7]([O:9][CH2:30][CH3:31])=[O:8])=[C:2]([CH3:1])[N:3]=1. The yield is 0.770. (4) The reactants are [Cl:1][C:2]1[CH:3]=[C:4]2[C:9](=[CH:10][C:11]=1[O:12][CH3:13])[NH:8][C:7]([CH3:14])=[C:6]([I:15])[C:5]2=[O:16].C(=O)([O-])[O-].[K+].[K+].[CH2:23](I)[CH3:24]. The catalyst is CN(C)C=O. The product is [Cl:1][C:2]1[CH:3]=[C:4]2[C:9](=[CH:10][C:11]=1[O:12][CH3:13])[N:8]=[C:7]([CH3:14])[C:6]([I:15])=[C:5]2[O:16][CH2:23][CH3:24]. The yield is 0.990. (5) The reactants are Br[C:2]1[N:6]2[N:7]=[C:8]([NH:11][CH:12]([CH2:15][CH3:16])[CH2:13][OH:14])[CH:9]=[CH:10][C:5]2=[N:4][CH:3]=1.[CH:17](/B(O)O)=[CH:18]\[CH2:19][CH2:20][CH2:21][CH3:22]. No catalyst specified. The product is [CH:17](/[C:2]1[N:6]2[N:7]=[C:8]([NH:11][CH:12]([CH2:15][CH3:16])[CH2:13][OH:14])[CH:9]=[CH:10][C:5]2=[N:4][CH:3]=1)=[CH:18]\[CH2:19][CH2:20][CH2:21][CH3:22]. The yield is 0.380. (6) The reactants are Br[CH2:2][C:3]1[CH:8]=[CH:7][CH:6]=[C:5]([F:9])[C:4]=1[F:10].[Na].[C:12]([O:18][CH2:19][CH3:20])(=[O:17])[CH2:13][C:14]([CH3:16])=[O:15]. The catalyst is O1CCCC1. The product is [F:10][C:4]1[C:5]([F:9])=[CH:6][CH:7]=[CH:8][C:3]=1[CH2:2][CH:13]([C:14](=[O:15])[CH3:16])[C:12]([O:18][CH2:19][CH3:20])=[O:17]. The yield is 0.790. (7) The reactants are C(OC(=O)[NH:7][CH2:8][C:9]([CH3:48])([CH3:47])[CH2:10][NH:11][C:12](=[O:46])[C:13]1[CH:18]=[CH:17][C:16]([NH:19][C:20]2[N:25]=[C:24]([NH:26][CH2:27][C:28]3[CH:33]=[CH:32][C:31]([O:34][CH2:35][CH2:36][CH2:37][Br:38])=[C:30]([Cl:39])[CH:29]=3)[N:23]=[C:22]([O:40][CH2:41][C:42]([F:45])([F:44])[F:43])[N:21]=2)=[CH:15][CH:14]=1)(C)(C)C.C(Cl)Cl.[F:53][C:54]([F:59])([F:58])[C:55]([OH:57])=[O:56]. The catalyst is CCOC(C)=O. The product is [F:53][C:54]([F:59])([F:58])[C:55]([OH:57])=[O:56].[NH2:7][CH2:8][C:9]([CH3:48])([CH3:47])[CH2:10][NH:11][C:12](=[O:46])[C:13]1[CH:18]=[CH:17][C:16]([NH:19][C:20]2[N:25]=[C:24]([NH:26][CH2:27][C:28]3[CH:33]=[CH:32][C:31]([O:34][CH2:35][CH2:36][CH2:37][Br:38])=[C:30]([Cl:39])[CH:29]=3)[N:23]=[C:22]([O:40][CH2:41][C:42]([F:43])([F:44])[F:45])[N:21]=2)=[CH:15][CH:14]=1. The yield is 1.00.